This data is from NCI-60 drug combinations with 297,098 pairs across 59 cell lines. The task is: Regression. Given two drug SMILES strings and cell line genomic features, predict the synergy score measuring deviation from expected non-interaction effect. (1) Cell line: A498. Synergy scores: CSS=12.0, Synergy_ZIP=-4.08, Synergy_Bliss=0.278, Synergy_Loewe=-14.9, Synergy_HSA=-1.93. Drug 1: C1=NC2=C(N1)C(=S)N=C(N2)N. Drug 2: C(CN)CNCCSP(=O)(O)O. (2) Drug 1: CCC1(C2=C(COC1=O)C(=O)N3CC4=CC5=C(C=CC(=C5CN(C)C)O)N=C4C3=C2)O.Cl. Drug 2: C1CCC(C(C1)N)N.C(=O)(C(=O)[O-])[O-].[Pt+4]. Cell line: SK-MEL-2. Synergy scores: CSS=41.3, Synergy_ZIP=-0.352, Synergy_Bliss=7.28, Synergy_Loewe=-17.3, Synergy_HSA=1.32. (3) Drug 1: CCN(CC)CCNC(=O)C1=C(NC(=C1C)C=C2C3=C(C=CC(=C3)F)NC2=O)C. Drug 2: C1C(C(OC1N2C=NC(=NC2=O)N)CO)O. Cell line: T-47D. Synergy scores: CSS=1.61, Synergy_ZIP=-0.149, Synergy_Bliss=0.835, Synergy_Loewe=-3.88, Synergy_HSA=-3.22. (4) Drug 1: CC1=C(C(=CC=C1)Cl)NC(=O)C2=CN=C(S2)NC3=CC(=NC(=N3)C)N4CCN(CC4)CCO. Drug 2: CC12CCC3C(C1CCC2O)C(CC4=C3C=CC(=C4)O)CCCCCCCCCS(=O)CCCC(C(F)(F)F)(F)F. Cell line: A498. Synergy scores: CSS=2.08, Synergy_ZIP=0.390, Synergy_Bliss=2.61, Synergy_Loewe=-0.428, Synergy_HSA=1.32. (5) Drug 1: C1=CN(C(=O)N=C1N)C2C(C(C(O2)CO)O)O.Cl. Drug 2: C1C(C(OC1N2C=NC3=C2NC=NCC3O)CO)O. Cell line: SR. Synergy scores: CSS=35.0, Synergy_ZIP=1.84, Synergy_Bliss=6.92, Synergy_Loewe=-11.0, Synergy_HSA=5.44. (6) Drug 1: C1=CC(=C2C(=C1NCCNCCO)C(=O)C3=C(C=CC(=C3C2=O)O)O)NCCNCCO. Drug 2: C1=C(C(=O)NC(=O)N1)F. Cell line: SK-MEL-5. Synergy scores: CSS=41.9, Synergy_ZIP=-16.5, Synergy_Bliss=-14.1, Synergy_Loewe=-9.17, Synergy_HSA=-7.30. (7) Drug 1: C1=CC(=CC=C1CCC2=CNC3=C2C(=O)NC(=N3)N)C(=O)NC(CCC(=O)O)C(=O)O. Drug 2: CC1=C(C=C(C=C1)NC(=O)C2=CC=C(C=C2)CN3CCN(CC3)C)NC4=NC=CC(=N4)C5=CN=CC=C5. Synergy scores: CSS=8.06, Synergy_ZIP=-5.13, Synergy_Bliss=-5.23, Synergy_Loewe=-9.66, Synergy_HSA=-4.24. Cell line: HS 578T. (8) Drug 1: C1=CC(=CC=C1CC(C(=O)O)N)N(CCCl)CCCl.Cl. Drug 2: CCC1(CC2CC(C3=C(CCN(C2)C1)C4=CC=CC=C4N3)(C5=C(C=C6C(=C5)C78CCN9C7C(C=CC9)(C(C(C8N6C=O)(C(=O)OC)O)OC(=O)C)CC)OC)C(=O)OC)O.OS(=O)(=O)O. Cell line: SNB-19. Synergy scores: CSS=30.6, Synergy_ZIP=-0.649, Synergy_Bliss=6.05, Synergy_Loewe=-12.4, Synergy_HSA=3.01. (9) Drug 1: C1CC(C1)(C(=O)O)C(=O)O.[NH2-].[NH2-].[Pt+2]. Drug 2: C(=O)(N)NO. Cell line: UACC62. Synergy scores: CSS=24.6, Synergy_ZIP=-3.60, Synergy_Bliss=2.59, Synergy_Loewe=-4.81, Synergy_HSA=1.73.